From a dataset of Catalyst prediction with 721,799 reactions and 888 catalyst types from USPTO. Predict which catalyst facilitates the given reaction. Reactant: CO[C:3]1[CH:8]=[CH:7][C:6]([CH2:9][CH2:10][CH2:11][CH2:12][C:13]2[CH:18]=[CH:17][C:16]([CH2:19][C:20]([O:22][CH3:23])=[O:21])=[CH:15][CH:14]=2)=[CH:5][CH:4]=1.IC1C=CC([C:29](O)=[O:30])=CC=1.[CH2:34]([N:43]1[CH2:48][CH2:47][NH:46][CH2:45][CH2:44]1)/[CH:35]=[CH:36]/[C:37]1[CH:42]=[CH:41][CH:40]=[CH:39][CH:38]=1.C(N(CC)CC)C.C(Cl)CCl.Cl. Product: [CH2:34]([N:43]1[CH2:48][CH2:47][N:46]([C:29]([C:3]2[CH:4]=[CH:5][C:6]([CH2:9][CH2:10][CH2:11][CH2:12][C:13]3[CH:14]=[CH:15][C:16]([CH2:19][C:20]([O:22][CH3:23])=[O:21])=[CH:17][CH:18]=3)=[CH:7][CH:8]=2)=[O:30])[CH2:45][CH2:44]1)/[CH:35]=[CH:36]/[C:37]1[CH:42]=[CH:41][CH:40]=[CH:39][CH:38]=1. The catalyst class is: 3.